Predict the product of the given reaction. From a dataset of Forward reaction prediction with 1.9M reactions from USPTO patents (1976-2016). (1) Given the reactants Br[C:2]1[CH:7]=[CH:6][C:5]([CH2:8][CH:9]([CH:11]2[CH2:16][CH2:15][N:14]([C:17]([O:19][C:20]([CH3:23])([CH3:22])[CH3:21])=[O:18])[CH2:13][CH2:12]2)[OH:10])=[CH:4][CH:3]=1.[C:24]([O-:27])(=O)[CH3:25].[NH4+:28].CC1(C)C2C(=C(P(C3C=CC=CC=3)C3C=CC=CC=3)C=CC=2)OC2C(P(C3C=CC=CC=3)C3C=CC=CC=3)=CC=CC1=2.C(=O)([O-])[O-].[Cs+].[Cs+], predict the reaction product. The product is: [C:24]([NH:28][C:2]1[CH:7]=[CH:6][C:5]([CH2:8][C:9]([CH:11]2[CH2:16][CH2:15][N:14]([C:17]([O:19][C:20]([CH3:23])([CH3:22])[CH3:21])=[O:18])[CH2:13][CH2:12]2)=[O:10])=[CH:4][CH:3]=1)(=[O:27])[CH3:25]. (2) Given the reactants [O:1]=[C:2]1[N:10]([CH2:11][CH2:12][CH3:13])[C:9]2[N:8]=[C:7]([C:14]34[CH2:21][CH2:20][C:17]([C:22]([OH:24])=O)([CH2:18][CH2:19]3)[CH2:16][CH2:15]4)[NH:6][C:5]=2[C:4](=[O:25])[N:3]1[CH2:26][CH2:27][CH3:28].C[N:30](C(ON1N=NC2C=CC=NC1=2)=[N+](C)C)C.F[P-](F)(F)(F)(F)F.C(N(CC)C(C)C)(C)C.N, predict the reaction product. The product is: [O:1]=[C:2]1[N:10]([CH2:11][CH2:12][CH3:13])[C:9]2[N:8]=[C:7]([C:14]34[CH2:15][CH2:16][C:17]([C:22]([NH2:30])=[O:24])([CH2:20][CH2:21]3)[CH2:18][CH2:19]4)[NH:6][C:5]=2[C:4](=[O:25])[N:3]1[CH2:26][CH2:27][CH3:28]. (3) Given the reactants [C:1]([C:4]1[S:8][C:7]2[CH:9]=[CH:10][CH:11]=[C:12]([C:13]3[CH:18]=[C:17]([CH3:19])[CH:16]=[C:15]([C:20]([CH3:23])([CH3:22])[CH3:21])[C:14]=3[OH:24])[C:6]=2[CH:5]=1)(=[O:3])[CH3:2].[F:25][C:26]([F:30])([F:29])[CH2:27]Br.C([O-])([O-])=O.[Cs+].[Cs+].C(OCC)(=O)C.CCCCCC, predict the reaction product. The product is: [C:1]([C:4]1[S:8][C:7]2[CH:9]=[CH:10][CH:11]=[C:12]([C:13]3[CH:18]=[C:17]([CH3:19])[CH:16]=[C:15]([C:20]([CH3:23])([CH3:22])[CH3:21])[C:14]=3[O:24][CH2:27][C:26]([F:30])([F:29])[F:25])[C:6]=2[CH:5]=1)(=[O:3])[CH3:2]. (4) Given the reactants [NH2:1][CH:2]([CH2:6][C:7]([F:10])([F:9])[F:8])[C:3]([OH:5])=[O:4].[OH-].[Na+].[C:13]([O:17][C:18](O[C:18]([O:17][C:13]([CH3:16])([CH3:15])[CH3:14])=[O:19])=[O:19])([CH3:16])([CH3:15])[CH3:14].Cl, predict the reaction product. The product is: [C:13]([O:17][C:18]([NH:1][CH:2]([CH2:6][C:7]([F:10])([F:9])[F:8])[C:3]([OH:5])=[O:4])=[O:19])([CH3:16])([CH3:15])[CH3:14]. (5) Given the reactants Cl[C:2]1[NH:3][C:4](=[O:14])[C:5]2[CH:6]=[CH:7][CH:8]=[C:9]([C:12]#[N:13])[C:10]=2[CH:11]=1.CC1(C)C(C)(C)OB([C:23]2[CH:36]=[CH:35][C:26]([CH2:27][N:28]3[CH:32]=[CH:31][N:30]=[C:29]3[CH2:33][OH:34])=[CH:25][CH:24]=2)O1.C([O-])([O-])=O.[K+].[K+], predict the reaction product. The product is: [OH:34][CH2:33][C:29]1[N:28]([CH2:27][C:26]2[CH:35]=[CH:36][C:23]([C:2]3[NH:3][C:4](=[O:14])[C:5]4[CH:6]=[CH:7][CH:8]=[C:9]([C:12]#[N:13])[C:10]=4[CH:11]=3)=[CH:24][CH:25]=2)[CH:32]=[CH:31][N:30]=1. (6) Given the reactants [CH:1]1CCC[CH2:5][CH2:4][CH2:3][CH:2]=1.OOS([O-])=O.[K+].[O-:15]S([O-])=O.[Na+].[Na+].CC[O:23][C:24]([CH3:26])=[O:25].CN([CH:30]=[O:31])C, predict the reaction product. The product is: [C:24]([OH:23])(=[O:25])[CH2:26][CH2:1][CH2:2][CH2:3][CH2:4][CH2:5][C:30]([OH:31])=[O:15]. (7) Given the reactants [Br:1][C:2]1[CH:3]=[C:4]2[C:9](=[CH:10][CH:11]=1)[N:8]=[CH:7][C:6]([N+:12]([O-:14])=[O:13])=[C:5]2Cl.[Li+].C[Si]([N-][Si](C)(C)C)(C)C.[CH3:26][C:27]([C:31]1[CH:36]=[CH:35][C:34]([CH2:37][S:38][C:39]2[CH:44]=[CH:43][CH:42]=[CH:41][CH:40]=2)=[CH:33][CH:32]=1)([CH3:30])[C:28]#[N:29], predict the reaction product. The product is: [Br:1][C:2]1[CH:3]=[C:4]2[C:9](=[CH:10][CH:11]=1)[N:8]=[CH:7][C:6]([N+:12]([O-:14])=[O:13])=[C:5]2[CH:37]([S:38][C:39]1[CH:40]=[CH:41][CH:42]=[CH:43][CH:44]=1)[C:34]1[CH:33]=[CH:32][C:31]([C:27]([CH3:30])([CH3:26])[C:28]#[N:29])=[CH:36][CH:35]=1. (8) The product is: [C:1](/[C:3](=[C:7](/[N:9]1[CH2:14][CH2:13][CH:12]([C:15]2[CH:20]=[CH:19][CH:18]=[CH:17][CH:16]=2)[CH2:11][CH2:10]1)\[CH3:8])/[C:4](=[S:6])/[N:5]=[CH:23]/[N:24]([CH3:26])[CH3:25])#[N:2]. Given the reactants [C:1](/[C:3](=[C:7](/[N:9]1[CH2:14][CH2:13][CH:12]([C:15]2[CH:20]=[CH:19][CH:18]=[CH:17][CH:16]=2)[CH2:11][CH2:10]1)\[CH3:8])/[C:4](=[S:6])[NH2:5])#[N:2].CO[CH:23](OC)[N:24]([CH3:26])[CH3:25], predict the reaction product.